This data is from Catalyst prediction with 721,799 reactions and 888 catalyst types from USPTO. The task is: Predict which catalyst facilitates the given reaction. (1) Reactant: [F:1][C:2]1[CH:3]=[C:4]2[C:9](=[CH:10][C:11]=1[F:12])[N:8]([CH2:13][CH2:14][N:15]1[CH2:20][CH2:19][CH:18]([N:21]([CH2:29][C:30]3[N:35]=[N:34][C:33]4[O:36][CH2:37][CH2:38][O:39][C:32]=4[CH:31]=3)C(=O)OC(C)(C)C)[CH2:17][CH2:16]1)[C:7](=[O:40])[CH:6]=[N:5]2.[F:41][C:42]([F:47])([F:46])[C:43]([OH:45])=[O:44]. Product: [F:41][C:42]([F:47])([F:46])[C:43]([OH:45])=[O:44].[N:34]1[C:33]2[O:36][CH2:37][CH2:38][O:39][C:32]=2[CH:31]=[C:30]([CH2:29][NH:21][CH:18]2[CH2:17][CH2:16][N:15]([CH2:14][CH2:13][N:8]3[C:9]4[C:4](=[CH:3][C:2]([F:1])=[C:11]([F:12])[CH:10]=4)[N:5]=[CH:6][C:7]3=[O:40])[CH2:20][CH2:19]2)[N:35]=1. The catalyst class is: 2. (2) Reactant: FC(F)(F)S(O[C:7]1[CH2:8][CH2:9][N:10]([C:12]([O:14][CH2:15][C:16]2[CH:21]=[CH:20][CH:19]=[CH:18][CH:17]=2)=[O:13])[CH:11]=1)(=O)=O.C([O-])([O-])=O.[K+].[K+].[CH3:30][O:31][C:32]1[N:37]=[CH:36][C:35](B(O)O)=[CH:34][CH:33]=1.C([O-])(O)=O.[Na+]. Product: [CH3:30][O:31][C:32]1[N:37]=[CH:36][C:35]([C:7]2[CH2:8][CH2:9][N:10]([C:12]([O:14][CH2:15][C:16]3[CH:21]=[CH:20][CH:19]=[CH:18][CH:17]=3)=[O:13])[CH:11]=2)=[CH:34][CH:33]=1. The catalyst class is: 20. (3) The catalyst class is: 16. Product: [F:37][C:35]([F:36])([F:38])[C:27]1[CH:26]=[C:25]([CH:30]=[C:29]([C:31]([F:34])([F:32])[F:33])[CH:28]=1)[CH2:24][N:22]([CH3:23])[C:21](=[O:39])[C:11]1[C:12]([C:14]2[CH:19]=[CH:18][CH:17]=[CH:16][C:15]=2[CH3:20])=[CH:13][C:8]([CH2:5][C:6]#[N:7])=[N:9][CH:10]=1. Reactant: C(OC(=O)[CH:5]([C:8]1[CH:13]=[C:12]([C:14]2[CH:19]=[CH:18][CH:17]=[CH:16][C:15]=2[CH3:20])[C:11]([C:21](=[O:39])[N:22]([CH2:24][C:25]2[CH:30]=[C:29]([C:31]([F:34])([F:33])[F:32])[CH:28]=[C:27]([C:35]([F:38])([F:37])[F:36])[CH:26]=2)[CH3:23])=[CH:10][N:9]=1)[C:6]#[N:7])C.[Cl-].[Li+]. (4) Reactant: [N+:1]([C:4]1[C:5]([NH:13][C@H:14]2[CH2:19][CH2:18][C@@H:17]([N:20]3[CH:24]=[N:23][CH:22]=[N:21]3)[CH2:16][CH2:15]2)=[C:6]2[S:12][CH:11]=[CH:10][C:7]2=[N:8][CH:9]=1)([O-])=O. Product: [N:20]1([C@@H:17]2[CH2:18][CH2:19][C@H:14]([NH:13][C:5]3[C:4]([NH2:1])=[CH:9][N:8]=[C:7]4[CH:10]=[CH:11][S:12][C:6]=34)[CH2:15][CH2:16]2)[CH:24]=[N:23][CH:22]=[N:21]1. The catalyst class is: 43. (5) Reactant: C(OC([NH:8][C:9]1[CH:10]=[CH:11][C:12]([CH3:28])=[C:13]([C:15]2[CH:20]=[CH:19][C:18]([C:21]([NH:23][CH2:24][CH:25]3[CH2:27][CH2:26]3)=[O:22])=[CH:17][CH:16]=2)[CH:14]=1)=O)(C)(C)C.[NH2:8][C:9]1[CH:10]=[CH:11][C:12]([CH3:28])=[C:13]([C:15]2[CH:20]=[CH:19][C:18]([C:21]([NH:23][CH2:24][CH:25]3[CH2:27][CH2:26]3)=[O:22])=[CH:17][CH:16]=2)[CH:14]=1.FC(F)(F)C(O)=O. Product: [NH2:8][C:9]1[CH:10]=[CH:11][C:12]([CH3:28])=[C:13]([C:15]2[CH:20]=[CH:19][C:18]([C:21]([NH:23][CH2:24][CH:25]3[CH2:27][CH2:26]3)=[O:22])=[CH:17][CH:16]=2)[CH:14]=1. The catalyst class is: 2. (6) Reactant: [Br:1][CH2:2][CH2:3][CH2:4][OH:5].[N+:6]([C:9]1[CH:10]=[C:11]([OH:17])[C:12](OC)=[CH:13][CH:14]=1)([O-:8])=[O:7].[CH2:18](P(CCCC)CCCC)CCC.N(C(N1CCCCC1)=O)=NC(N1CCCCC1)=O. Product: [Br:1][CH2:2][CH2:3][CH2:4][O:5][C:12]1[CH:13]=[CH:14][C:9]([N+:6]([O-:8])=[O:7])=[CH:10][C:11]=1[O:17][CH3:18]. The catalyst class is: 7. (7) Reactant: [C:1]([O:5][C:6]([N:8]([CH3:32])[C@@H:9]([CH3:31])[C:10]([NH:12][C@@H:13]([CH:28]([CH3:30])[CH3:29])[C:14]([N:16]1[C:20]2=[N:21][CH:22]=[CH:23][CH:24]=[C:19]2[CH2:18][C@H:17]1[C:25]([OH:27])=O)=[O:15])=[O:11])=[O:7])([CH3:4])([CH3:3])[CH3:2].CN(C(ON1N=NC2C=CC=NC1=2)=[N+](C)C)C.F[P-](F)(F)(F)(F)F.C(N(C(C)C)CC)(C)C.[F:66][C:67]1[CH:73]=[CH:72][CH:71]=[CH:70][C:68]=1[NH2:69]. Product: [F:66][C:67]1[CH:73]=[CH:72][CH:71]=[CH:70][C:68]=1[NH:69][C:25]([C@H:17]1[N:16]([C:14](=[O:15])[C@@H:13]([NH:12][C:10](=[O:11])[C@@H:9]([N:8]([CH3:32])[C:6](=[O:7])[O:5][C:1]([CH3:3])([CH3:2])[CH3:4])[CH3:31])[CH:28]([CH3:29])[CH3:30])[C:20]2=[N:21][CH:22]=[CH:23][CH:24]=[C:19]2[CH2:18]1)=[O:27]. The catalyst class is: 3. (8) The catalyst class is: 13. Product: [Cl:18][C:19]1[CH:20]=[C:21]([C:22]([N:15]=[N+:16]=[N-:17])=[O:23])[CH:25]=[C:26]([Cl:28])[N:27]=1. Reactant: C1(P([N:15]=[N+:16]=[N-:17])(C2C=CC=CC=2)=O)C=CC=CC=1.[Cl:18][C:19]1[CH:20]=[C:21]([CH:25]=[C:26]([Cl:28])[N:27]=1)[C:22](O)=[O:23].C(N(CC)CC)C.